Dataset: Full USPTO retrosynthesis dataset with 1.9M reactions from patents (1976-2016). Task: Predict the reactants needed to synthesize the given product. (1) Given the product [CH2:1]([O:5][C:6]1[CH:11]=[CH:10][C:9]([C:12]2[CH:13]=[C:14]([C:16]3[CH:25]=[CH:24][C:19]([C:20]([O:22][CH3:23])=[O:21])=[CH:18][CH:17]=3)[NH:29][N:28]=2)=[CH:8][CH:7]=1)[CH2:2][CH2:3][CH3:4], predict the reactants needed to synthesize it. The reactants are: [CH2:1]([O:5][C:6]1[CH:11]=[CH:10][C:9]([C:12](=O)[CH2:13][C:14]([C:16]2[CH:25]=[CH:24][C:19]([C:20]([O:22][CH3:23])=[O:21])=[CH:18][CH:17]=2)=O)=[CH:8][CH:7]=1)[CH2:2][CH2:3][CH3:4].O.[NH2:28][NH2:29].C(O)(=O)C. (2) Given the product [I:26][C:15]1[N:11]([S:8]([C:5]2[CH:6]=[CH:7][C:2]([CH3:1])=[CH:3][CH:4]=2)(=[O:10])=[O:9])[N:12]=[CH:13][CH:14]=1, predict the reactants needed to synthesize it. The reactants are: [CH3:1][C:2]1[CH:7]=[CH:6][C:5]([S:8]([N:11]2[CH:15]=[CH:14][CH:13]=[N:12]2)(=[O:10])=[O:9])=[CH:4][CH:3]=1.C([Li])(C)(C)C.CCCCC.[I:26]I.[Cl-].[NH4+]. (3) Given the product [CH2:1]([C:5]1[N:10]2[N:11]=[CH:12][N:13]=[C:9]2[N:8]([C@H:14]2[CH2:19][CH2:18][C@H:17]([O:20][CH2:21][C:22]([OH:25])([CH3:23])[CH3:24])[CH2:16][CH2:15]2)[C:7](=[O:26])[C:6]=1[CH2:27][C:28]1[CH:33]=[CH:32][C:31]([C:34]2[CH:39]=[CH:38][CH:37]=[CH:36][C:35]=2[C:40]2[NH:55][N:54]=[N:53][N:41]=2)=[CH:30][C:29]=1[F:42])[CH2:2][CH2:3][CH3:4], predict the reactants needed to synthesize it. The reactants are: [CH2:1]([C:5]1[N:10]2[N:11]=[CH:12][N:13]=[C:9]2[N:8]([C@H:14]2[CH2:19][CH2:18][C@H:17]([O:20][CH2:21][C:22]([OH:25])([CH3:24])[CH3:23])[CH2:16][CH2:15]2)[C:7](=[O:26])[C:6]=1[CH2:27][C:28]1[CH:33]=[CH:32][C:31]([C:34]2[C:35]([C:40]#[N:41])=[CH:36][CH:37]=[CH:38][CH:39]=2)=[CH:30][C:29]=1[F:42])[CH2:2][CH2:3][CH3:4].C([Sn](=O)CCCC)CCC.[N:53]([Si](C)(C)C)=[N+:54]=[N-:55].C1(C)C=CC=CC=1. (4) Given the product [NH2:10][C:8]1[S:9][C:5]([C:2]([OH:1])([CH3:3])[CH3:4])=[C:6]([C:18]([F:21])([F:19])[F:20])[N:7]=1, predict the reactants needed to synthesize it. The reactants are: [OH:1][C:2]([C:5]1[S:9][C:8]([NH:10]C(=O)OC(C)(C)C)=[N:7][C:6]=1[C:18]([F:21])([F:20])[F:19])([CH3:4])[CH3:3].C(O)(C(F)(F)F)=O.C(=O)(O)[O-].[Na+]. (5) The reactants are: [NH2:1][CH:2]1[C:10]2[C:5](=[CH:6][CH:7]=[CH:8][CH:9]=2)[CH2:4][CH:3]1[NH:11][C:12]([C:14]1[NH:15][C:16]2[C:21]([CH:22]=1)=[CH:20][C:19]([Cl:23])=[CH:18][CH:17]=2)=[O:13].CCN(CC)CC.[F:31][C:32]([F:45])([F:44])[S:33](O[S:33]([C:32]([F:45])([F:44])[F:31])(=[O:35])=[O:34])(=[O:35])=[O:34].CCOC(C)=O. Given the product [Cl:23][C:19]1[CH:20]=[C:21]2[C:16](=[CH:17][CH:18]=1)[NH:15][C:14]([C:12]([NH:11][CH:3]1[CH2:4][C:5]3[C:10](=[CH:9][CH:8]=[CH:7][CH:6]=3)[CH:2]1[NH:1][S:33]([C:32]([F:45])([F:44])[F:31])(=[O:35])=[O:34])=[O:13])=[CH:22]2, predict the reactants needed to synthesize it.